Task: Predict the reaction yield, written as a fraction of the theoretical maximum amount of product (1.0 means a 100% yield; for example, 0.34 means a 34% yield).. Dataset: Reaction yield outcomes from USPTO patents with 853,638 reactions (1) The reactants are Br[C:2]1[CH:3]=[CH:4][C:5]2[C:11]3[N:12]=[C:13]([NH:15][C:16]([CH3:20])([CH3:19])[CH2:17][OH:18])[S:14][C:10]=3[CH2:9][CH2:8][O:7][C:6]=2[CH:21]=1.[CH3:22][C:23]([OH:40])([CH3:39])[CH2:24][N:25]1[CH:29]=[C:28](B2OC(C)(C)C(C)(C)O2)[CH:27]=[N:26]1. No catalyst specified. The product is [OH:40][C:23]([CH3:39])([CH3:22])[CH2:24][N:25]1[CH:29]=[C:28]([C:2]2[CH:3]=[CH:4][C:5]3[C:11]4[N:12]=[C:13]([NH:15][C:16]([CH3:20])([CH3:19])[CH2:17][OH:18])[S:14][C:10]=4[CH2:9][CH2:8][O:7][C:6]=3[CH:21]=2)[CH:27]=[N:26]1. The yield is 0.180. (2) The reactants are C[O-].[Na+].[C:4]([O:10][CH3:11])(=[O:9])[C:5]([O:7]C)=O.[C:12]([C:15]1[CH:20]=[CH:19][CH:18]=[CH:17][N:16]=1)(=[O:14])[CH3:13]. The catalyst is CO. The product is [O:7]=[C:5]([CH2:13][C:12](=[O:14])[C:15]1[CH:20]=[CH:19][CH:18]=[CH:17][N:16]=1)[C:4]([O:10][CH3:11])=[O:9]. The yield is 0.880. (3) The reactants are [C:1]1([C:20]2[CH:25]=[CH:24][CH:23]=[CH:22][CH:21]=2)[CH:6]=[CH:5][C:4]([CH2:7][N:8]2[CH:16]=[C:15]3[C:10]([NH:11][C:12](=O)[N:13]([CH3:18])[C:14]3=[O:17])=[N:9]2)=[CH:3][CH:2]=1.O=P(Cl)(Cl)[Cl:28]. No catalyst specified. The product is [C:1]1([C:20]2[CH:25]=[CH:24][CH:23]=[CH:22][CH:21]=2)[CH:6]=[CH:5][C:4]([CH2:7][N:8]2[CH:16]=[C:15]3[C:10]([N:11]=[C:12]([Cl:28])[N:13]([CH3:18])[C:14]3=[O:17])=[N:9]2)=[CH:3][CH:2]=1. The yield is 0.985. (4) The reactants are [O:1]=[CH:2]/[CH:3]=[CH:4]/[C:5]([O:7][CH2:8][CH3:9])=[O:6].[CH3:10][O:11][C:12]1[CH:17]=[CH:16][C:15]([S:18]([N:21]=[CH:22]/[CH:23]=[CH:24]/[C:25]2[CH:30]=[CH:29][C:28]([C:31](=[O:33])[CH3:32])=[CH:27][CH:26]=2)(=[O:20])=[O:19])=[CH:14][CH:13]=1. The catalyst is C(Cl)(Cl)Cl. The product is [C:31]([C:28]1[CH:27]=[CH:26][C:25]([C@H:24]2[CH:23]=[CH:22][N:21]([S:18]([C:15]3[CH:14]=[CH:13][C:12]([O:11][CH3:10])=[CH:17][CH:16]=3)(=[O:20])=[O:19])[C:2](=[O:1])[C@H:3]2[CH2:4][C:5]([O:7][CH2:8][CH3:9])=[O:6])=[CH:30][CH:29]=1)(=[O:33])[CH3:32]. The yield is 0.550. (5) The product is [CH2:38]([O:37][C:35]([NH:1][CH:2]([C:4]1[C:5]([O:23][CH3:24])=[C:6]([CH:12]2[CH2:15][N:14]([C:16]([O:18][C:19]([CH3:20])([CH3:22])[CH3:21])=[O:17])[CH2:13]2)[C:7]([Cl:11])=[C:8]([Cl:10])[CH:9]=1)[CH3:3])=[O:36])[C:39]1[CH:44]=[CH:43][CH:42]=[CH:41][CH:40]=1. The reactants are [NH2:1][CH:2]([C:4]1[C:5]([O:23][CH3:24])=[C:6]([CH:12]2[CH2:15][N:14]([C:16]([O:18][C:19]([CH3:22])([CH3:21])[CH3:20])=[O:17])[CH2:13]2)[C:7]([Cl:11])=[C:8]([Cl:10])[CH:9]=1)[CH3:3].CCN(C(C)C)C(C)C.Cl[C:35]([O:37][CH2:38][C:39]1[CH:44]=[CH:43][CH:42]=[CH:41][CH:40]=1)=[O:36]. The catalyst is C(Cl)Cl. The yield is 0.810. (6) The reactants are [NH2:1][C:2]1[N:7]=[CH:6][N:5]=[C:4]2[N:8]([CH2:25][C@H:26]3[CH2:30][CH2:29][CH2:28][N:27]3[C:31](=[O:35])[CH2:32][C:33]#[N:34])[N:9]=[C:10]([C:11]3[CH:16]=[CH:15][C:14]([O:17][C:18]4[CH:23]=[CH:22][CH:21]=[CH:20][CH:19]=4)=[CH:13][C:12]=3[F:24])[C:3]=12.N1CCCCC1.[CH3:42][C:43]([N:47]1[CH2:52][CH2:51][CH2:50][CH2:49][CH2:48]1)([CH3:46])[CH:44]=O. The catalyst is C(O)C. The product is [NH2:1][C:2]1[N:7]=[CH:6][N:5]=[C:4]2[N:8]([CH2:25][C@H:26]3[CH2:30][CH2:29][CH2:28][N:27]3[C:31]([C:32](=[CH:42][C:43]([CH3:46])([N:47]3[CH2:52][CH2:51][CH2:50][CH2:49][CH2:48]3)[CH3:44])[C:33]#[N:34])=[O:35])[N:9]=[C:10]([C:11]3[CH:16]=[CH:15][C:14]([O:17][C:18]4[CH:19]=[CH:20][CH:21]=[CH:22][CH:23]=4)=[CH:13][C:12]=3[F:24])[C:3]=12. The yield is 0.0800. (7) The reactants are [NH2:1][C:2]1[C:7]([C:8]([C:10]2[CH:15]=[C:14]([F:16])[CH:13]=[CH:12][C:11]=2[O:17][CH3:18])=[O:9])=[CH:6][N:5]=[C:4]([NH:19][CH:20]2[CH2:25][CH2:24][NH:23][CH2:22][CH2:21]2)[N:3]=1.[Cl:26][CH2:27][CH2:28][CH2:29][S:30](Cl)(=[O:32])=[O:31].C(N(C(C)C)CC)(C)C. The catalyst is C(Cl)Cl. The product is [NH2:1][C:2]1[C:7]([C:8]([C:10]2[CH:15]=[C:14]([F:16])[CH:13]=[CH:12][C:11]=2[O:17][CH3:18])=[O:9])=[CH:6][N:5]=[C:4]([NH:19][CH:20]2[CH2:21][CH2:22][N:23]([S:30]([CH2:29][CH2:28][CH2:27][Cl:26])(=[O:32])=[O:31])[CH2:24][CH2:25]2)[N:3]=1. The yield is 0.820. (8) The reactants are [F:1][C:2]1[CH:3]=[N:4][C:5]([N:8]2[C:16]3[CH2:15][CH2:14][NH:13][CH:12]([CH3:17])[C:11]=3[N:10]=C2)=[N:6][CH:7]=1.[Cl:18][C:19]1[C:27]([C:28]([F:31])([F:30])[F:29])=[CH:26][CH:25]=[CH:24][C:20]=1[C:21](O)=[O:22].C[N:33](C(ON1N=NC2C=CC=NC1=2)=[N+](C)C)C.F[P-](F)(F)(F)(F)F.CCN(CC)CC. The catalyst is CN(C=O)C.CCOC(C)=O. The product is [Cl:18][C:19]1[C:27]([C:28]([F:31])([F:30])[F:29])=[CH:26][CH:25]=[CH:24][C:20]=1[C:21]([N:13]1[CH2:14][CH2:15][C:16]2[N:8]([C:5]3[N:6]=[CH:7][C:2]([F:1])=[CH:3][N:4]=3)[N:33]=[N:10][C:11]=2[CH:12]1[CH3:17])=[O:22]. The yield is 0.900.